From a dataset of Full USPTO retrosynthesis dataset with 1.9M reactions from patents (1976-2016). Predict the reactants needed to synthesize the given product. (1) Given the product [OH:4][NH:5][C:29]([CH2:28][CH2:27][NH:26][C:24]([C:20]1[C:19]([CH3:33])=[C:18](/[CH:17]=[C:10]2\[C:11](=[O:16])[NH:12][C:13]3[C:9]\2=[CH:8][C:7]([F:6])=[CH:15][CH:14]=3)[NH:22][C:21]=1[CH3:23])=[O:25])=[O:30], predict the reactants needed to synthesize it. The reactants are: [H-].[Na+].[Cl-].[OH:4][NH3+:5].[F:6][C:7]1[CH:8]=[C:9]2[C:13](=[CH:14][CH:15]=1)[NH:12][C:11](=[O:16])/[C:10]/2=[CH:17]\[C:18]1[NH:22][C:21]([CH3:23])=[C:20]([C:24]([NH:26][CH2:27][CH2:28][C:29](OC)=[O:30])=[O:25])[C:19]=1[CH3:33]. (2) Given the product [NH2:37][C:33]1[CH:32]=[C:31]([CH:36]=[CH:35][CH:34]=1)[CH2:30][O:29][CH2:28][CH2:27][O:26][C:23]1[CH:22]=[CH:21][C:20]([CH2:19][CH2:18][N:14]2[CH2:13][C@@H:12]([C:10]3[CH:9]=[CH:8][C:6]4[O:7][C:2]([CH3:40])([CH3:1])[O:3][CH2:4][C:5]=4[CH:11]=3)[O:16][C:15]2=[O:17])=[CH:25][CH:24]=1, predict the reactants needed to synthesize it. The reactants are: [CH3:1][C:2]1([CH3:40])[O:7][C:6]2[CH:8]=[CH:9][C:10]([C@H:12]3[O:16][C:15](=[O:17])[N:14]([CH2:18][CH2:19][C:20]4[CH:25]=[CH:24][C:23]([O:26][CH2:27][CH2:28][O:29][CH2:30][C:31]5[CH:36]=[CH:35][CH:34]=[C:33]([N+:37]([O-])=O)[CH:32]=5)=[CH:22][CH:21]=4)[CH2:13]3)=[CH:11][C:5]=2[CH2:4][O:3]1. (3) Given the product [C:12]1([CH:16]=[CH:2][C:3]([C:5]2[CH:10]=[CH:9][CH:8]=[CH:7][CH:6]=2)=[O:4])[CH:22]=[CH:21][CH:15]=[CH:14][CH:13]=1, predict the reactants needed to synthesize it. The reactants are: O[CH2:2][C:3]([C:5]1[CH:10]=[CH:9][CH:8]=[CH:7][CH:6]=1)=[O:4].O1[CH:15]=[CH:14][CH:13]=[C:12]1[CH:16]=O.O(C)[Na].[CH2:21]1COC[CH2:22]1. (4) Given the product [N+:20]([C:17]1[CH:16]=[C:15]([N+:23]([O-:25])=[O:24])[CH:14]=[CH:19][C:18]=1[NH:1][C@@H:2]([CH2:3][C:4]1[CH:9]=[CH:8][CH:7]=[CH:6][CH:5]=1)[C:10]([OH:12])=[O:11])([O-:22])=[O:21], predict the reactants needed to synthesize it. The reactants are: [NH2:1][C@H:2]([C:10]([OH:12])=[O:11])[CH2:3][C:4]1[CH:9]=[CH:8][CH:7]=[CH:6][CH:5]=1.F[C:14]1[CH:19]=[CH:18][C:17]([N+:20]([O-:22])=[O:21])=[CH:16][C:15]=1[N+:23]([O-:25])=[O:24].C(N(CC)CC)C. (5) Given the product [CH2:1]([CH:3]([CH2:39][CH2:40][CH2:41][CH3:42])[CH2:4][N:5]1[C:17]2[CH:16]=[CH:15][C:14]([C:18]([C:20]3[C:25]([CH3:26])=[CH:24][C:23]([CH3:27])=[CH:22][C:21]=3[CH3:28])=[O:19])=[CH:13][C:12]=2[C:11]2[C:6]1=[CH:7][CH:8]=[C:9]([C:29](=[N:37][O:38][C:50](=[O:52])[CH3:51])[C:30]1[CH:35]=[CH:34][CH:33]=[CH:32][C:31]=1[CH3:36])[CH:10]=2)[CH3:2], predict the reactants needed to synthesize it. The reactants are: [CH2:1]([CH:3]([CH2:39][CH2:40][CH2:41][CH3:42])[CH2:4][N:5]1[C:17]2[CH:16]=[CH:15][C:14]([C:18]([C:20]3[C:25]([CH3:26])=[CH:24][C:23]([CH3:27])=[CH:22][C:21]=3[CH3:28])=[O:19])=[CH:13][C:12]=2[C:11]2[C:6]1=[CH:7][CH:8]=[C:9]([C:29](=[N:37][OH:38])[C:30]1[CH:35]=[CH:34][CH:33]=[CH:32][C:31]=1[CH3:36])[CH:10]=2)[CH3:2].C(N(CC)CC)C.[C:50](Cl)(=[O:52])[CH3:51]. (6) Given the product [I:20][C:15]1[CH:16]=[CH:17][CH:18]=[CH:19][C:14]=1[CH2:13][CH2:7][C:6]([OH:21])=[O:5], predict the reactants needed to synthesize it. The reactants are: Cl.O.C([O:5][C:6](=[O:21])[CH:7]([CH2:13][C:14]1[CH:19]=[CH:18][CH:17]=[CH:16][C:15]=1[I:20])C(OCC)=O)C.